Dataset: Forward reaction prediction with 1.9M reactions from USPTO patents (1976-2016). Task: Predict the product of the given reaction. (1) Given the reactants [O:1]1[C:5]2[CH:6]=[CH:7][C:8]([CH:10]3[CH2:15][CH2:14][N:13](C(OC(C)(C)C)=O)[CH2:12][CH:11]3[O:23][CH2:24][C:25]3[CH:34]=[CH:33][C:32]4[C:27](=[CH:28][CH:29]=[CH:30][CH:31]=4)[CH:26]=3)=[CH:9][C:4]=2[O:3][CH2:2]1.[ClH:35], predict the reaction product. The product is: [ClH:35].[O:1]1[C:5]2[CH:6]=[CH:7][C:8]([CH:10]3[CH2:15][CH2:14][NH:13][CH2:12][CH:11]3[O:23][CH2:24][C:25]3[CH:34]=[CH:33][C:32]4[C:27](=[CH:28][CH:29]=[CH:30][CH:31]=4)[CH:26]=3)=[CH:9][C:4]=2[O:3][CH2:2]1. (2) The product is: [CH:1]1([C:7]2[C:8]3[CH:9]=[CH:10][C:11]([C:26]([O:28][CH3:29])=[O:27])=[CH:12][C:13]=3[N:14]3[CH2:20][C:19](=[O:21])[CH2:18][C:17]4[CH:22]=[CH:23][CH:24]=[CH:25][C:16]=4[C:15]=23)[CH2:2][CH2:3][CH2:4][CH2:5][CH2:6]1. Given the reactants [CH:1]1([C:7]2[C:8]3[CH:9]=[CH:10][C:11]([C:26]([O:28][CH3:29])=[O:27])=[CH:12][C:13]=3[N:14]3[CH2:20][CH:19]([OH:21])[CH2:18][C:17]4[CH:22]=[CH:23][CH:24]=[CH:25][C:16]=4[C:15]=23)[CH2:6][CH2:5][CH2:4][CH2:3][CH2:2]1, predict the reaction product. (3) Given the reactants Br[C:2]1[C:3]([C:16]2[CH:21]=[CH:20][CH:19]=[CH:18][CH:17]=2)=[N:4][C:5]2[C:10]([N:11]=1)=[CH:9][C:8]([C:12]([O:14]C)=[O:13])=[CH:7][CH:6]=2.CC1(C)C(C)(C)OB([C:30]2[CH:35]=[CH:34][C:33]([N+:36]([O-:38])=[O:37])=[CH:32][CH:31]=2)O1, predict the reaction product. The product is: [N+:36]([C:33]1[CH:34]=[CH:35][C:30]([C:2]2[C:3]([C:16]3[CH:21]=[CH:20][CH:19]=[CH:18][CH:17]=3)=[N:4][C:5]3[C:10]([N:11]=2)=[CH:9][C:8]([C:12]([OH:14])=[O:13])=[CH:7][CH:6]=3)=[CH:31][CH:32]=1)([O-:38])=[O:37]. (4) Given the reactants [CH2:1]([O:8][C:9]([N:11]1[CH2:15][C:14](=[O:16])[N:13]=[C:12]1[NH2:17])=[O:10])[C:2]1[CH:7]=[CH:6][CH:5]=[CH:4][CH:3]=1.CCN(CC)CC.[CH3:25][C:26](OC(C)=O)=[O:27], predict the reaction product. The product is: [CH2:1]([O:8][C:9]([N:11]1[CH2:15][C:14](=[O:16])[N:13]=[C:12]1[NH:17][C:26](=[O:27])[CH3:25])=[O:10])[C:2]1[CH:7]=[CH:6][CH:5]=[CH:4][CH:3]=1. (5) Given the reactants C(=O)([O-])[O-].[Na+].[Na+].Br[C:8]1[CH:36]=[CH:35][C:11]([CH2:12][C@@H:13]([C:32]([OH:34])=[O:33])[NH:14][C:15]([C@H:17]2[CH2:22][CH2:21][C@H:20]([CH2:23][NH:24][C:25]([O:27][C:28]([CH3:31])([CH3:30])[CH3:29])=[O:26])[CH2:19][CH2:18]2)=[O:16])=[CH:10][CH:9]=1.[CH:37]([NH:40][C:41](=[O:58])[C:42]1[CH:47]=[CH:46][C:45]([CH3:48])=[C:44](B2OC(C)(C)C(C)(C)O2)[CH:43]=1)([CH3:39])[CH3:38], predict the reaction product. The product is: [C:28]([O:27][C:25]([NH:24][CH2:23][C@H:20]1[CH2:21][CH2:22][C@H:17]([C:15]([NH:14][C@@H:13]([CH2:12][C:11]2[CH:35]=[CH:36][C:8]([C:46]3[CH:47]=[C:42]([C:41](=[O:58])[NH:40][CH:37]([CH3:38])[CH3:39])[CH:43]=[CH:44][C:45]=3[CH3:48])=[CH:9][CH:10]=2)[C:32]([OH:34])=[O:33])=[O:16])[CH2:18][CH2:19]1)=[O:26])([CH3:31])([CH3:30])[CH3:29]. (6) Given the reactants CC(C)([O-])C.[K+].Cl.[Cl:8][C:9]1[CH:10]=[C:11]2[C:16](=[CH:17][CH:18]=1)[CH2:15][NH:14][CH2:13][CH2:12]2.Br[C:20]1[CH:25]=[C:24]([CH3:26])[C:23]([NH:27][C:28](=[O:34])[CH2:29][C:30]([CH3:33])([CH3:32])[CH3:31])=[C:22]([Cl:35])[CH:21]=1, predict the reaction product. The product is: [Cl:35][C:22]1[CH:21]=[C:20]([N:14]2[CH2:13][CH2:12][C:11]3[C:16](=[CH:17][CH:18]=[C:9]([Cl:8])[CH:10]=3)[CH2:15]2)[CH:25]=[C:24]([CH3:26])[C:23]=1[NH:27][C:28](=[O:34])[CH2:29][C:30]([CH3:32])([CH3:31])[CH3:33]. (7) The product is: [CH2:1]([O:3][C:4](=[O:18])[CH2:5][C:6]1[C:14]2[CH:13]=[CH:12][C:11]([O:15][CH3:16])=[CH:10][C:9]=2[S:8][CH:7]=1)[CH3:2].[CH2:1]([O:3][C:4](=[O:18])[CH2:5][C:6]1[C:10]2[C:11]([O:15][CH3:16])=[CH:12][CH:13]=[CH:14][C:9]=2[S:8][CH:7]=1)[CH3:2]. Given the reactants [CH2:1]([O:3][C:4](=[O:18])[CH2:5][C:6](=O)[CH2:7][S:8][C:9]1[CH:14]=[CH:13][CH:12]=[C:11]([O:15][CH3:16])[CH:10]=1)[CH3:2], predict the reaction product. (8) Given the reactants [CH:1]([C:4]1[CH:9]=[CH:8][C:7]([CH:10]2[C:14]3[C:15]([CH3:28])=[C:16]([NH:20][C:21](=[O:27])[CH2:22][C:23]([CH3:26])([CH3:25])[CH3:24])[C:17]([CH3:19])=[CH:18][C:13]=3[O:12][CH2:11]2)=[CH:6][CH:5]=1)([CH3:3])[CH3:2].[CH3:29][O:30]C(Cl)Cl.O, predict the reaction product. The product is: [CH:29]([C:18]1[C:13]2[O:12][CH2:11][CH:10]([C:7]3[CH:6]=[CH:5][C:4]([CH:1]([CH3:2])[CH3:3])=[CH:9][CH:8]=3)[C:14]=2[C:15]([CH3:28])=[C:16]([NH:20][C:21](=[O:27])[CH2:22][C:23]([CH3:26])([CH3:25])[CH3:24])[C:17]=1[CH3:19])=[O:30]. (9) Given the reactants [CH2:1]([C:3]1[C:10]([NH2:11])=[CH:9][CH:8]=[CH:7][C:4]=1[O:5][CH3:6])[CH3:2].[OH:12][C:13]1C2C(=C(C)C(OC)=CC=2)N=[C:15]([C:26]2[S:27][CH:28]=[C:29]([CH:31]([CH3:33])[CH3:32])[N:30]=2)[CH:14]=1, predict the reaction product. The product is: [CH2:1]([C:3]1[C:4]([O:5][CH3:6])=[CH:7][CH:8]=[C:9]2[C:10]=1[N:11]=[C:15]([C:26]1[S:27][CH:28]=[C:29]([CH:31]([CH3:32])[CH3:33])[N:30]=1)[CH:14]=[C:13]2[OH:12])[CH3:2]. (10) Given the reactants [CH3:1][O:2][C:3](=[O:34])[C@H:4]([CH2:16][C:17]1[CH:22]=[CH:21][C:20]([NH:23][C:24]([C:26]2[C:31]([Cl:32])=[CH:30][CH:29]=[CH:28][C:27]=2[Cl:33])=[O:25])=[CH:19][CH:18]=1)[NH:5][C:6]([C:8]1([CH2:13][CH2:14][NH2:15])[CH2:12][CH2:11][CH2:10][CH2:9]1)=[O:7].[CH3:35][O:36][C:37]1[CH:45]=[CH:44][C:40]([C:41](Cl)=[O:42])=[CH:39][CH:38]=1.CCN(C(C)C)C(C)C, predict the reaction product. The product is: [CH3:1][O:2][C:3](=[O:34])[C@H:4]([CH2:16][C:17]1[CH:22]=[CH:21][C:20]([NH:23][C:24]([C:26]2[C:27]([Cl:33])=[CH:28][CH:29]=[CH:30][C:31]=2[Cl:32])=[O:25])=[CH:19][CH:18]=1)[NH:5][C:6]([C:8]1([CH2:13][CH2:14][NH:15][C:41]([C:40]2[CH:44]=[CH:45][C:37]([O:36][CH3:35])=[CH:38][CH:39]=2)=[O:42])[CH2:9][CH2:10][CH2:11][CH2:12]1)=[O:7].